This data is from Reaction yield outcomes from USPTO patents with 853,638 reactions. The task is: Predict the reaction yield, written as a fraction of the theoretical maximum amount of product (1.0 means a 100% yield; for example, 0.34 means a 34% yield). (1) The reactants are [F:1][C:2]1[CH:7]=[CH:6][C:5]([N:8]2[C:12]3([CH2:17][CH2:16][NH:15][CH2:14][CH2:13]3)[C:11](=[O:18])[N:10]([CH2:19][C:20]3[CH:21]=[C:22]([CH:30]=[CH:31][CH:32]=3)[C:23]([O:25][C:26]([CH3:29])([CH3:28])[CH3:27])=[O:24])[CH2:9]2)=[CH:4][CH:3]=1.Cl[CH2:34][CH2:35][CH2:36][N:37]1[C:41]2[CH:42]=[CH:43][CH:44]=[CH:45][C:40]=2[N:39]([CH:46]2[CH2:48][CH2:47]2)[C:38]1=[O:49].[I-].[Na+].C(=O)([O-])[O-].[K+].[K+]. The catalyst is CC(=O)CC. The product is [CH:46]1([N:39]2[C:40]3[CH:45]=[CH:44][CH:43]=[CH:42][C:41]=3[N:37]([CH2:36][CH2:35][CH2:34][N:15]3[CH2:14][CH2:13][C:12]4([N:8]([C:5]5[CH:4]=[CH:3][C:2]([F:1])=[CH:7][CH:6]=5)[CH2:9][N:10]([CH2:19][C:20]5[CH:21]=[C:22]([CH:30]=[CH:31][CH:32]=5)[C:23]([O:25][C:26]([CH3:27])([CH3:28])[CH3:29])=[O:24])[C:11]4=[O:18])[CH2:17][CH2:16]3)[C:38]2=[O:49])[CH2:48][CH2:47]1. The yield is 0.680. (2) The reactants are [C:1]([NH:4][C@H:5]([CH2:10][O:11][CH2:12][C:13]#[CH:14])[C:6]([O:8]C)=[O:7])(=[O:3])[CH3:2].[Li+].[OH-]. The catalyst is C1COCC1. The product is [C:1]([NH:4][C@H:5]([CH2:10][O:11][CH2:12][C:13]#[CH:14])[C:6]([OH:8])=[O:7])(=[O:3])[CH3:2]. The yield is 0.940. (3) The reactants are [C:1]([O:5][C@@H:6]([C:11]1[C:40]([CH3:41])=[N:39][C:38]2=[CH:42][C:35]3=[N:36][N:37]2[C:12]=1[N:13]1[CH2:47][CH2:46][C:16]([CH3:48])([O:17][CH2:18][CH:19]=[CH:20][CH2:21][C@H:22]([CH3:45])[O:23][C:24]2[CH:25]=[C:26]([CH3:44])[CH:27]=[CH:28][C:29]=2[C:30]2[CH:43]=[C:34]3[CH:33]=[CH:32][CH:31]=2)[CH2:15][CH2:14]1)[C:7]([O:9]C)=[O:8])([CH3:4])([CH3:3])[CH3:2].[OH-].[Na+]. The catalyst is CO. The product is [C:1]([O:5][C@@H:6]([C:11]1[C:40]([CH3:41])=[N:39][C:38]2=[CH:42][C:35]3=[N:36][N:37]2[C:12]=1[N:13]1[CH2:14][CH2:15][C:16]([CH3:48])([O:17][CH2:18][CH:19]=[CH:20][CH2:21][C@H:22]([CH3:45])[O:23][C:24]2[CH:25]=[C:26]([CH3:44])[CH:27]=[CH:28][C:29]=2[C:30]2[CH:43]=[C:34]3[CH:33]=[CH:32][CH:31]=2)[CH2:46][CH2:47]1)[C:7]([OH:9])=[O:8])([CH3:4])([CH3:2])[CH3:3]. The yield is 0.180. (4) The product is [CH3:26][S:23]([C:20]1[CH:21]=[CH:22][C:17]([CH:8]([CH2:7][CH:4]2[CH2:5][CH2:6][C:2](=[O:1])[CH2:3]2)[C:9]([NH:11][C:12]2[S:13][CH:14]=[CH:15][N:16]=2)=[O:10])=[CH:18][CH:19]=1)(=[O:24])=[O:25]. The reactants are [OH:1][CH:2]1[CH2:6][CH2:5][CH:4]([CH2:7][CH:8]([C:17]2[CH:22]=[CH:21][C:20]([S:23]([CH3:26])(=[O:25])=[O:24])=[CH:19][CH:18]=2)[C:9]([NH:11][C:12]2[S:13][CH:14]=[CH:15][N:16]=2)=[O:10])[CH2:3]1.[Cr](Cl)([O-])(=O)=O.[NH+]1C=CC=CC=1. The catalyst is C(Cl)Cl. The yield is 0.300. (5) The reactants are [CH3:1][C:2]1[CH:7]=[CH:6][C:5]([S:8]([NH:11][C@H:12]([C:23]([NH:25][CH2:26][CH2:27][CH2:28][CH2:29][C@H:30]([N:34]([S:39]([C:42]2[CH:47]=[CH:46][C:45]([CH3:48])=[CH:44][CH:43]=2)(=[O:41])=[O:40])[CH2:35][CH:36]([CH3:38])[CH3:37])[C:31]([OH:33])=[O:32])=[O:24])[CH2:13][C:14]2[C:22]3[C:17](=[CH:18][CH:19]=[CH:20][CH:21]=3)[NH:16][CH:15]=2)(=[O:10])=[O:9])=[CH:4][CH:3]=1.[OH:49][CH2:50][CH:51]([CH2:53]O)[OH:52].C(Cl)CCl. The catalyst is CN(C=O)C.C(O)(=O)CC(CC(O)=O)(C(O)=O)O. The product is [CH3:1][C:2]1[CH:7]=[CH:6][C:5]([S:8]([NH:11][C@H:12]([C:23]([NH:25][CH2:26][CH2:27][CH2:28][CH2:29][C@H:30]([N:34]([S:39]([C:42]2[CH:43]=[CH:44][C:45]([CH3:48])=[CH:46][CH:47]=2)(=[O:41])=[O:40])[CH2:35][CH:36]([CH3:38])[CH3:37])[C:31]([O:33][CH2:53][CH:51]([OH:52])[CH2:50][OH:49])=[O:32])=[O:24])[CH2:13][C:14]2[C:22]3[C:17](=[CH:18][CH:19]=[CH:20][CH:21]=3)[NH:16][CH:15]=2)(=[O:9])=[O:10])=[CH:4][CH:3]=1. The yield is 0.400. (6) The yield is 0.850. The reactants are [C:1]1([S:7]([NH:10][C:11]2[C:16](I)=[CH:15][C:14]([S:18][CH3:19])=[CH:13][N:12]=2)(=[O:9])=[O:8])[CH:6]=[CH:5][CH:4]=[CH:3][CH:2]=1.[C:20]([C:22]1[O:23][CH:24]=[CH:25][CH:26]=1)#[CH:21].C(N(CC)CC)C.O. The product is [O:23]1[CH:24]=[CH:25][CH:26]=[C:22]1[C:20]1[N:10]([S:7]([C:1]2[CH:6]=[CH:5][CH:4]=[CH:3][CH:2]=2)(=[O:9])=[O:8])[C:11]2=[N:12][CH:13]=[C:14]([S:18][CH3:19])[CH:15]=[C:16]2[CH:21]=1. The catalyst is O1CCOCC1.[Pd](Cl)Cl.C1(P(C2C=CC=CC=2)C2C=CC=CC=2)C=CC=CC=1.C1(P(C2C=CC=CC=2)C2C=CC=CC=2)C=CC=CC=1.[Cu]I. (7) The reactants are Cl[C:2]1[CH:7]=[CH:6][CH:5]=[CH:4][CH:3]=1.[CH2:8]([NH2:15])[C:9]1[CH:14]=[CH:13][CH:12]=[CH:11][CH:10]=1.CC([O-])(C)C.[Na+].O(CCCC)CCCC. No catalyst specified. The product is [CH2:8]([NH:15][C:2]1[CH:7]=[CH:6][CH:5]=[CH:4][CH:3]=1)[C:9]1[CH:14]=[CH:13][CH:12]=[CH:11][CH:10]=1. The yield is 0.900. (8) The reactants are [C:1]1([NH:7][C:8]([C:10]2[N:11]([CH:38]([CH3:40])[CH3:39])[C:12]([CH2:28][CH2:29][CH:30]3[CH2:35][C@@H:34]([OH:36])[CH2:33][C:32](=[O:37])[O:31]3)=[C:13]([C:21]3[CH:26]=[CH:25][C:24]([F:27])=[CH:23][CH:22]=3)[C:14]=2[C:15]2[CH:20]=[CH:19][CH:18]=[CH:17][CH:16]=2)=[O:9])[CH:6]=[CH:5][CH:4]=[CH:3][CH:2]=1.C([OH:43])C.O.[OH-].[Na+:46]. The catalyst is CO.C(Cl)Cl. The product is [Na+:46].[F:27][C:24]1[CH:23]=[CH:22][C:21]([C:13]2[C:14]([C:15]3[CH:16]=[CH:17][CH:18]=[CH:19][CH:20]=3)=[C:10]([C:8](=[O:9])[NH:7][C:1]3[CH:6]=[CH:5][CH:4]=[CH:3][CH:2]=3)[N:11]([CH:38]([CH3:39])[CH3:40])[C:12]=2[CH2:28][CH2:29][CH:30]([OH:43])[CH2:35][C@@H:34]([OH:36])[CH2:33][C:32]([O-:31])=[O:37])=[CH:26][CH:25]=1. The yield is 0.990. (9) The reactants are [C:1]([OH:9])(=O)[C:2]1[CH:7]=[CH:6][CH:5]=[N:4][CH:3]=1.[NH2:10][CH2:11][CH2:12][S:13][S:14][CH2:15][CH2:16][NH:17][C:18](=[O:24])[O:19][C:20]([CH3:23])([CH3:22])[CH3:21].CCN=C=NCCCN(C)C. The catalyst is CC#N.CCOC(C)=O. The product is [C:1]([NH:10][CH2:11][CH2:12][S:13][S:14][CH2:15][CH2:16][NH:17][C:18](=[O:24])[O:19][C:20]([CH3:22])([CH3:21])[CH3:23])(=[O:9])[C:2]1[CH:7]=[CH:6][CH:5]=[N:4][CH:3]=1. The yield is 0.560.